This data is from Reaction yield outcomes from USPTO patents with 853,638 reactions. The task is: Predict the reaction yield, written as a fraction of the theoretical maximum amount of product (1.0 means a 100% yield; for example, 0.34 means a 34% yield). The reactants are CS(O[CH:6]1[CH2:9][N:8]([C:10]2[S:11][CH:12]=[C:13]([C:15](=[O:34])[N:16]([CH3:33])[CH2:17][CH2:18][NH:19][C:20]([O:22][CH2:23][C:24]3[CH:29]=[CH:28][C:27]([N+:30]([O-:32])=[O:31])=[CH:26][CH:25]=3)=[O:21])[N:14]=2)[CH2:7]1)(=O)=O.[C:35]([O-:38])(=[S:37])[CH3:36].[K+]. The catalyst is CN(C)C=O. The product is [C:35]([S:37][CH:6]1[CH2:9][N:8]([C:10]2[S:11][CH:12]=[C:13]([C:15](=[O:34])[N:16]([CH3:33])[CH2:17][CH2:18][NH:19][C:20]([O:22][CH2:23][C:24]3[CH:25]=[CH:26][C:27]([N+:30]([O-:32])=[O:31])=[CH:28][CH:29]=3)=[O:21])[N:14]=2)[CH2:7]1)(=[O:38])[CH3:36]. The yield is 0.760.